This data is from CYP2C19 inhibition data for predicting drug metabolism from PubChem BioAssay. The task is: Regression/Classification. Given a drug SMILES string, predict its absorption, distribution, metabolism, or excretion properties. Task type varies by dataset: regression for continuous measurements (e.g., permeability, clearance, half-life) or binary classification for categorical outcomes (e.g., BBB penetration, CYP inhibition). Dataset: cyp2c19_veith. (1) The molecule is Cc1ccc2c(c1)N(CCC(=O)NCCCOC(C)C)C(=O)C(C)O2. The result is 1 (inhibitor). (2) The compound is CCCCN(C(=O)Nc1ccc(OCC)cc1)C1CCN(C(C)=O)CC1. The result is 0 (non-inhibitor). (3) The compound is O=C(O)/C(=C\c1ccccc1)c1ccccc1. The result is 0 (non-inhibitor). (4) The compound is COc1ccc(O[C@H]2C=C[C@@H](c3ccccc3)O[C@@H]2CON=C(C)C)cc1. The result is 0 (non-inhibitor). (5) The compound is Cc1ccc(S(=O)(=O)/N=C(\c2ccc(Cl)cc2)N2CCOCC2)cc1. The result is 0 (non-inhibitor). (6) The drug is O=C1NCN(c2ccccc2)C12CCN(CCCOc1ccc(F)cc1)CC2. The result is 0 (non-inhibitor). (7) The compound is CCOC(=O)C(=O)NCc1ccc(/C=C2\C(=O)C(C(=O)OC)=C(C)N2c2ccccc2)o1. The result is 0 (non-inhibitor).